Dataset: NCI-60 drug combinations with 297,098 pairs across 59 cell lines. Task: Regression. Given two drug SMILES strings and cell line genomic features, predict the synergy score measuring deviation from expected non-interaction effect. (1) Drug 1: C1=NC2=C(N=C(N=C2N1C3C(C(C(O3)CO)O)O)F)N. Drug 2: CC12CCC3C(C1CCC2O)C(CC4=C3C=CC(=C4)O)CCCCCCCCCS(=O)CCCC(C(F)(F)F)(F)F. Cell line: NCIH23. Synergy scores: CSS=15.5, Synergy_ZIP=14.0, Synergy_Bliss=20.7, Synergy_Loewe=10.4, Synergy_HSA=11.3. (2) Drug 1: CNC(=O)C1=CC=CC=C1SC2=CC3=C(C=C2)C(=NN3)C=CC4=CC=CC=N4. Drug 2: B(C(CC(C)C)NC(=O)C(CC1=CC=CC=C1)NC(=O)C2=NC=CN=C2)(O)O. Cell line: OVCAR3. Synergy scores: CSS=-5.25, Synergy_ZIP=0.464, Synergy_Bliss=-5.46, Synergy_Loewe=-13.9, Synergy_HSA=-9.11. (3) Drug 1: CC1=C(C=C(C=C1)NC2=NC=CC(=N2)N(C)C3=CC4=NN(C(=C4C=C3)C)C)S(=O)(=O)N.Cl. Drug 2: CCC1=CC2CC(C3=C(CN(C2)C1)C4=CC=CC=C4N3)(C5=C(C=C6C(=C5)C78CCN9C7C(C=CC9)(C(C(C8N6C)(C(=O)OC)O)OC(=O)C)CC)OC)C(=O)OC.C(C(C(=O)O)O)(C(=O)O)O. Cell line: MCF7. Synergy scores: CSS=46.8, Synergy_ZIP=17.1, Synergy_Bliss=16.0, Synergy_Loewe=-17.1, Synergy_HSA=13.8.